This data is from Catalyst prediction with 721,799 reactions and 888 catalyst types from USPTO. The task is: Predict which catalyst facilitates the given reaction. (1) Reactant: Cl[C:2]1[CH:3]=[C:4]([C:14]([NH:16][CH2:17][C:18]2[C:19](=[O:26])[NH:20][C:21]([CH3:25])=[CH:22][C:23]=2[CH3:24])=[O:15])[C:5]2[CH:10]=[N:9][N:8]([CH:11]([CH3:13])[CH3:12])[C:6]=2[N:7]=1.[CH2:27]([NH2:30])[CH:28]=[CH2:29]. Product: [CH3:24][C:23]1[CH:22]=[C:21]([CH3:25])[NH:20][C:19](=[O:26])[C:18]=1[CH2:17][NH:16][C:14]([C:4]1[C:5]2[CH:10]=[N:9][N:8]([CH:11]([CH3:13])[CH3:12])[C:6]=2[N:7]=[C:2]([NH:30][CH2:27][CH:28]=[CH2:29])[CH:3]=1)=[O:15]. The catalyst class is: 40. (2) Reactant: [Br:1][C:2]1[CH:3]=[N:4][C:5]([N:8]2[CH2:11][CH:10]([O:12][C:13]3[CH:18]=[CH:17][C:16]([C@@H:19]([NH:21]C(=O)OC(C)(C)C)[CH3:20])=[CH:15][CH:14]=3)[CH2:9]2)=[N:6][CH:7]=1.Cl. Product: [Br:1][C:2]1[CH:3]=[N:4][C:5]([N:8]2[CH2:9][CH:10]([O:12][C:13]3[CH:14]=[CH:15][C:16]([C@@H:19]([NH2:21])[CH3:20])=[CH:17][CH:18]=3)[CH2:11]2)=[N:6][CH:7]=1. The catalyst class is: 5. (3) Reactant: [F:1][C:2]1[CH:3]=[CH:4][C:5]2[N:6]([C:8]([S:12][CH3:13])=[N:9][C:10]=2I)[CH:7]=1.C([Mg]Cl)(C)C.[CH2:19]([Sn:23]([CH2:29][CH2:30][CH2:31][CH3:32])([CH2:25][CH2:26][CH2:27][CH3:28])Cl)[CH2:20][CH2:21][CH3:22]. Product: [F:1][C:2]1[CH:3]=[CH:4][C:5]2[N:6]([C:8]([S:12][CH3:13])=[N:9][C:10]=2[Sn:23]([CH2:25][CH2:26][CH2:27][CH3:28])([CH2:29][CH2:30][CH2:31][CH3:32])[CH2:19][CH2:20][CH2:21][CH3:22])[CH:7]=1. The catalyst class is: 1. (4) Reactant: [F:1][C:2]1([F:18])[CH2:7][CH2:6][C@H:5]([NH:8]C(=O)OC(C)(C)C)[C@@H:4]([CH2:16][OH:17])[CH2:3]1.[CH3:19][C:20]1[S:24][C:23]([C:25]2[CH:30]=[CH:29][C:28](O)=[CH:27][CH:26]=2)=[N:22][CH:21]=1.C(C=P(CCCC)(CCCC)CCCC)#N.[CH3:48][S:49](Cl)(=[O:51])=[O:50].C1CCN2C(=NCCC2)CC1. Product: [F:18][C:2]1([F:1])[CH2:7][CH2:6][C@H:5]([NH:8][S:49]([CH3:48])(=[O:51])=[O:50])[C@@H:4]([CH2:16][O:17][C:28]2[CH:29]=[CH:30][C:25]([C:23]3[S:24][C:20]([CH3:19])=[CH:21][N:22]=3)=[CH:26][CH:27]=2)[CH2:3]1. The catalyst class is: 149. (5) Reactant: [NH2:1][C:2]1[CH:3]=[C:4]([CH:8]=[C:9](Br)[CH:10]=1)[C:5]([OH:7])=[O:6].[N:12]1[CH:17]=[CH:16][C:15](B(O)O)=[CH:14][CH:13]=1.C(=O)([O-])[O-].[K+].[K+]. Product: [NH2:1][C:2]1[CH:3]=[C:4]([CH:8]=[C:9]([C:15]2[CH:16]=[CH:17][N:12]=[CH:13][CH:14]=2)[CH:10]=1)[C:5]([OH:7])=[O:6]. The catalyst class is: 70. (6) Reactant: P([O-])([O-])([O-])=[O:2].[K+].[K+].[K+].[C:9]([C:11]1[CH:12]=[N:13][CH:14]=[CH:15][CH:16]=1)#[N:10]. Product: [C:9]([NH2:10])(=[O:2])[C:11]1[CH:16]=[CH:15][CH:14]=[N:13][CH:12]=1. The catalyst class is: 5. (7) Reactant: C([S@@]([N:7]=[CH:8][CH2:9][CH2:10][C:11]([CH3:23])([CH3:22])[C:12](OCC1C=CC=CC=1)=[O:13])=O)(C)(C)C.[F:24][C:25]1[CH:26]=[C:27]([Mg]Br)[CH:28]=[CH:29][C:30]=1[CH3:31]. Product: [F:24][C:25]1[CH:26]=[C:27]([C@H:8]2[NH:7][C:12](=[O:13])[C:11]([CH3:23])([CH3:22])[CH2:10][CH2:9]2)[CH:28]=[CH:29][C:30]=1[CH3:31]. The catalyst class is: 247. (8) Product: [CH3:31][O:65][C:21]1[CH:16]=[CH:17][C:18]([O:22][C:23]2[CH:24]=[C:25]([CH2:26][NH:27][C:4](=[O:6])[C:3]3[CH:7]=[CH:8][C:9]([CH2:11][O:12][CH3:13])=[N:10][C:2]=3[NH2:1])[CH:28]=[CH:29][CH:30]=2)=[CH:19][CH:20]=1. The catalyst class is: 3. Reactant: [NH2:1][C:2]1[N:10]=[C:9]([CH2:11][O:12][CH3:13])[CH:8]=[CH:7][C:3]=1[C:4]([OH:6])=O.CO[C:16]1[CH:17]=[C:18]([O:22][C:23]2[CH:24]=[C:25]([CH:28]=[CH:29][CH:30]=2)[CH2:26][NH2:27])[CH:19]=[CH:20][CH:21]=1.[CH2:31](N(CC)CC)C.CN([P+](ON1N=NC2C=CC=CC1=2)(N(C)C)N(C)C)C.F[P-](F)(F)(F)(F)F.[OH2:65]. (9) Reactant: [CH3:1][O:2][C:3]1[CH:4]=[C:5]2[C:10](=[CH:11][C:12]=1[O:13][CH3:14])[N:9]=[CH:8][CH:7]=[C:6]2[O:15][C:16]1[CH:17]=[C:18]2[C:23](=[CH:24][CH:25]=1)[C:22]([C:26]([OH:28])=O)=[CH:21][CH:20]=[CH:19]2.Cl.CN(C)CCCN=C=NCC.C1C=NC2N(O)N=NC=2C=1.[CH3:51][N:52]([CH3:56])[CH2:53][CH2:54][NH2:55].CCN(C(C)C)C(C)C. Product: [CH3:1][O:2][C:3]1[CH:4]=[C:5]2[C:10](=[CH:11][C:12]=1[O:13][CH3:14])[N:9]=[CH:8][CH:7]=[C:6]2[O:15][C:16]1[CH:17]=[C:18]2[C:23](=[CH:24][CH:25]=1)[C:22]([C:26]([NH:55][CH2:54][CH2:53][N:52]([CH3:56])[CH3:51])=[O:28])=[CH:21][CH:20]=[CH:19]2. The catalyst class is: 3. (10) Reactant: [C:1]([C:3]1[CH:4]=[C:5]([C:13]2[O:17][N:16]=[C:15]([C:18]3[CH:35]=[CH:34][C:21]4[CH2:22][CH2:23][N:24]([CH2:27][C@@H:28]([OH:33])[C:29]([O:31]C)=[O:30])[CH2:25][CH2:26][C:20]=4[CH:19]=3)[N:14]=2)[CH:6]=[CH:7][C:8]=1[O:9][CH:10]([CH3:12])[CH3:11])#[N:2].C(O)C.[OH-].[Na+].C(O)(=O)C. Product: [C:1]([C:3]1[CH:4]=[C:5]([C:13]2[O:17][N:16]=[C:15]([C:18]3[CH:35]=[CH:34][C:21]4[CH2:22][CH2:23][N:24]([CH2:27][C@@H:28]([OH:33])[C:29]([OH:31])=[O:30])[CH2:25][CH2:26][C:20]=4[CH:19]=3)[N:14]=2)[CH:6]=[CH:7][C:8]=1[O:9][CH:10]([CH3:12])[CH3:11])#[N:2]. The catalyst class is: 6.